From a dataset of Peptide-MHC class II binding affinity with 134,281 pairs from IEDB. Regression. Given a peptide amino acid sequence and an MHC pseudo amino acid sequence, predict their binding affinity value. This is MHC class II binding data. (1) The peptide sequence is EKKYFAATQMEPLAA. The MHC is HLA-DPA10201-DPB11401 with pseudo-sequence HLA-DPA10201-DPB11401. The binding affinity (normalized) is 0.794. (2) The peptide sequence is AEDVIPEGWKADTSY. The MHC is HLA-DQA10101-DQB10501 with pseudo-sequence HLA-DQA10101-DQB10501. The binding affinity (normalized) is 0. (3) The peptide sequence is EPFLKTTPRPLRLPD. The MHC is DRB1_1302 with pseudo-sequence DRB1_1302. The binding affinity (normalized) is 0.444. (4) The peptide sequence is EVEFIGYGKATLECQ. The MHC is DRB1_0301 with pseudo-sequence DRB1_0301. The binding affinity (normalized) is 0. (5) The peptide sequence is YDKFLANVSTVLPGK. The MHC is DRB1_0404 with pseudo-sequence DRB1_0404. The binding affinity (normalized) is 0.660.